This data is from Catalyst prediction with 721,799 reactions and 888 catalyst types from USPTO. The task is: Predict which catalyst facilitates the given reaction. (1) Reactant: [CH3:1][C:2]1[CH:7]=[C:6]([C:8]([F:11])([F:10])[F:9])[N:5]=[C:4]([S:12][CH3:13])[N:3]=1.[Se](=O)=O.[S:17]1[CH2:21][C:20](=[O:22])[NH:19][C:18]1=[O:23].C(N(CC)CC)C. Product: [CH3:13][S:12][C:4]1[N:3]=[C:2](/[CH:1]=[C:21]2/[C:20](=[O:22])[NH:19][C:18](=[O:23])[S:17]/2)[CH:7]=[C:6]([C:8]([F:10])([F:11])[F:9])[N:5]=1. The catalyst class is: 8. (2) Reactant: [CH3:1][NH2:2].Br[CH2:4][C:5]1[CH:12]=[CH:11][C:8]([C:9]#[N:10])=[CH:7][C:6]=1[F:13]. Product: [C:9]([C:8]1[CH:11]=[CH:12][C:5]([CH2:4][NH:2][CH3:1])=[C:6]([F:13])[CH:7]=1)#[N:10]. The catalyst class is: 412. (3) Product: [CH3:24][O:25][C:26]1[S:27][C:28]2[CH:34]=[CH:33][CH:32]=[C:31]([CH:35]=[N:23][NH:22][C:9]3[CH:8]=[C:7]([N:1]4[CH2:6][CH2:5][O:4][CH2:3][CH2:2]4)[N:12]4[N:13]=[C:14]([C:16]5[CH:21]=[CH:20][CH:19]=[CH:18][CH:17]=5)[CH:15]=[C:11]4[N:10]=3)[C:29]=2[N:30]=1. Reactant: [N:1]1([C:7]2[N:12]3[N:13]=[C:14]([C:16]4[CH:21]=[CH:20][CH:19]=[CH:18][CH:17]=4)[CH:15]=[C:11]3[N:10]=[C:9]([NH:22][NH2:23])[CH:8]=2)[CH2:6][CH2:5][O:4][CH2:3][CH2:2]1.[CH3:24][O:25][C:26]1[S:27][C:28]2[C:29](=[C:31]([CH:35]=O)[CH:32]=[CH:33][CH:34]=2)[N:30]=1. The catalyst class is: 8. (4) Reactant: Cl.Cl.[N:3]12[CH2:10][CH2:9][CH:6]([CH2:7][CH2:8]1)[C@H:5]([NH2:11])[CH2:4]2.C[O-].[Na+].C(O)(=O)C.C([BH3-])#N.[Na+].[Cl:23][C:24]1[CH:25]=[C:26]2[C:30](=[C:31]([C:33]([O:35][CH3:36])=[O:34])[CH:32]=1)[N:29]([CH2:37][CH:38]=O)[N:28]=[CH:27]2. Product: [Cl:23][C:24]1[CH:25]=[C:26]2[C:30](=[C:31]([C:33]([O:35][CH3:36])=[O:34])[CH:32]=1)[N:29]([CH2:37][CH2:38][NH:11][C@H:5]1[CH:6]3[CH2:9][CH2:10][N:3]([CH2:8][CH2:7]3)[CH2:4]1)[N:28]=[CH:27]2. The catalyst class is: 5. (5) Reactant: FC1[CH:7]=[CH:6][C:5]([C@@H:8]2[O:12][CH:11]=[N:10][C@H:9]2C([O-])=O)=[CH:4]C=1.[K+].Cl.C(N(CC)CC)C.C1C=CC2N(O)N=NC=2C=1.CCN=C=NCCCN(C)C.CC1CCNCC1. Product: [CH3:4][CH:5]1[CH2:8][CH2:9][N:10]([CH:11]=[O:12])[CH2:7][CH2:6]1. The catalyst class is: 22. (6) Reactant: [NH2:1][C:2]1[C:13]([Br:14])=[CH:12][C:11]([Br:15])=[CH:10][C:3]=1[C:4]([N:6]([CH2:8][CH3:9])[NH2:7])=[O:5].N1C=CC=CC=1.Cl[C:23]([O:25][CH3:26])=[O:24]. Product: [NH2:1][C:2]1[C:13]([Br:14])=[CH:12][C:11]([Br:15])=[CH:10][C:3]=1[C:4]([N:6]([CH2:8][CH3:9])[NH:7][C:23]([O:25][CH3:26])=[O:24])=[O:5]. The catalyst class is: 6. (7) Reactant: C[O:2][C:3](=[O:28])[CH2:4][N:5]1[C:9](=[O:10])[N:8]([CH2:11][C:12]2[CH:17]=[CH:16][CH:15]=[C:14]([F:18])[CH:13]=2)[C:7]([C:19]2[CH:24]=[CH:23][C:22]([Cl:25])=[CH:21][C:20]=2[O:26][CH3:27])=[N:6]1.[OH-].[Li+].O. Product: [Cl:25][C:22]1[CH:23]=[CH:24][C:19]([C:7]2[N:8]([CH2:11][C:12]3[CH:17]=[CH:16][CH:15]=[C:14]([F:18])[CH:13]=3)[C:9](=[O:10])[N:5]([CH2:4][C:3]([OH:28])=[O:2])[N:6]=2)=[C:20]([O:26][CH3:27])[CH:21]=1. The catalyst class is: 5. (8) Reactant: [S:1](Cl)([C:4]1[CH:10]=[CH:9][C:7]([CH3:8])=[CH:6][CH:5]=1)(=[O:3])=[O:2].[CH:12]([OH:17])=[CH:13][CH:14]([CH3:16])[CH3:15].CCCCCC. Product: [S:1]([C:4]1[CH:10]=[CH:9][C:7]([CH3:8])=[CH:6][CH:5]=1)([O:17][CH2:12][CH2:13][C:14]([CH3:16])=[CH2:15])(=[O:3])=[O:2]. The catalyst class is: 166.